From a dataset of Merck oncology drug combination screen with 23,052 pairs across 39 cell lines. Regression. Given two drug SMILES strings and cell line genomic features, predict the synergy score measuring deviation from expected non-interaction effect. Drug 1: N.N.O=C(O)C1(C(=O)O)CCC1.[Pt]. Drug 2: CS(=O)(=O)CCNCc1ccc(-c2ccc3ncnc(Nc4ccc(OCc5cccc(F)c5)c(Cl)c4)c3c2)o1. Cell line: EFM192B. Synergy scores: synergy=3.47.